This data is from Full USPTO retrosynthesis dataset with 1.9M reactions from patents (1976-2016). The task is: Predict the reactants needed to synthesize the given product. Given the product [CH3:20][C:14]1([S:7][CH:4]2[CH2:5][CH2:6][O:1][CH2:2][CH2:3]2)[CH2:19][CH2:18][O:17][C:15]1=[O:16], predict the reactants needed to synthesize it. The reactants are: [O:1]1[CH2:6][CH2:5][CH:4]([S:7]C(=O)C)[CH2:3][CH2:2]1.[OH-].[K+].Br[C:14]1([CH3:20])[CH2:19][CH2:18][O:17][C:15]1=[O:16].C(Cl)(=O)C.